Dataset: Forward reaction prediction with 1.9M reactions from USPTO patents (1976-2016). Task: Predict the product of the given reaction. (1) Given the reactants C([O:5][C:6](=[O:29])[CH2:7][O:8][N:9]([C:18](=[O:28])[CH:19]=[C:20]1[C:24](=[O:25])[O:23][C:22]([CH3:27])([CH3:26])[O:21]1)[CH2:10][C:11]1[CH:16]=[CH:15][C:14]([F:17])=[CH:13][CH:12]=1)(C)(C)C.FC(F)(F)C(O)=O, predict the reaction product. The product is: [CH3:26][C:22]1([CH3:27])[O:21][C:20](=[CH:19][C:18]([N:9]([CH2:10][C:11]2[CH:12]=[CH:13][C:14]([F:17])=[CH:15][CH:16]=2)[O:8][CH2:7][C:6]([OH:29])=[O:5])=[O:28])[C:24](=[O:25])[O:23]1. (2) Given the reactants [F:1][C:2]1[CH:3]=[C:4]([CH:7]=[CH:8][C:9]=1F)[C:5]#[N:6].[NH:11]1[CH2:16][CH2:15][NH:14][CH2:13][CH2:12]1, predict the reaction product. The product is: [F:1][C:2]1[CH:3]=[C:4]([CH:7]=[CH:8][C:9]=1[N:11]1[CH2:16][CH2:15][NH:14][CH2:13][CH2:12]1)[C:5]#[N:6]. (3) Given the reactants [CH:1]1([C:4]2[N:5]=[C:6]3[C:12]([C:13](O)=[O:14])=[CH:11][N:10]([CH2:16][O:17][CH2:18][CH2:19][Si:20]([CH3:23])([CH3:22])[CH3:21])[C:7]3=[N:8][CH:9]=2)[CH2:3][CH2:2]1.Cl.[NH2:25][CH:26]([CH:32]1[CH2:34][CH2:33]1)[C:27]([CH3:31])([CH3:30])[C:28]#[N:29].C1C=CC2N(O)N=NC=2C=1.C(Cl)CCl.C(N(C(C)C)CC)(C)C, predict the reaction product. The product is: [C:28]([C:27]([CH3:31])([CH3:30])[CH:26]([NH:25][C:13]([C:12]1[C:6]2[C:7](=[N:8][CH:9]=[C:4]([CH:1]3[CH2:3][CH2:2]3)[N:5]=2)[N:10]([CH2:16][O:17][CH2:18][CH2:19][Si:20]([CH3:23])([CH3:21])[CH3:22])[CH:11]=1)=[O:14])[CH:32]1[CH2:34][CH2:33]1)#[N:29]. (4) Given the reactants [CH2:1]([N:3]1[CH2:12][CH2:11][CH:10]2[C:5](=[C:6]([N+:14]([O-])=O)[CH:7]=[CH:8][CH:9]2[Br:13])[CH2:4]1)[CH3:2].[H][H], predict the reaction product. The product is: [CH2:1]([N:3]1[CH2:12][CH2:11][CH:10]2[C:5](=[C:6]([NH2:14])[CH:7]=[CH:8][CH:9]2[Br:13])[CH2:4]1)[CH3:2]. (5) Given the reactants [CH3:1][O:2][C:3]1[CH:8]=[CH:7][C:6]([S:9]([N:12]([CH2:28][C:29]2[CH:30]=[N:31][CH:32]=[CH:33][CH:34]=2)[C:13]2[C:18]([C:19]([O:21]CC)=[O:20])=[CH:17][N:16]=[C:15]3[S:24][N:25]=[C:26]([CH3:27])[C:14]=23)(=[O:11])=[O:10])=[CH:5][CH:4]=1.[OH-].[K+], predict the reaction product. The product is: [CH3:1][O:2][C:3]1[CH:8]=[CH:7][C:6]([S:9]([N:12]([CH2:28][C:29]2[CH:30]=[N:31][CH:32]=[CH:33][CH:34]=2)[C:13]2[C:18]([C:19]([OH:21])=[O:20])=[CH:17][N:16]=[C:15]3[S:24][N:25]=[C:26]([CH3:27])[C:14]=23)(=[O:11])=[O:10])=[CH:5][CH:4]=1.